This data is from Peptide-MHC class II binding affinity with 134,281 pairs from IEDB. The task is: Regression. Given a peptide amino acid sequence and an MHC pseudo amino acid sequence, predict their binding affinity value. This is MHC class II binding data. (1) The peptide sequence is GLDFSEVSNVQRLMR. The MHC is DRB1_0802 with pseudo-sequence DRB1_0802. The binding affinity (normalized) is 0.318. (2) The peptide sequence is PFTVRYTTEGGTKGE. The MHC is DRB1_0301 with pseudo-sequence DRB1_0301. The binding affinity (normalized) is 0. (3) The peptide sequence is ILRQLLTGGVKKGRPSLKLQ. The MHC is DRB1_1501 with pseudo-sequence DRB1_1501. The binding affinity (normalized) is 0.417. (4) The peptide sequence is ILTVSVAVSEGKPTEKHIQI. The MHC is DRB1_0101 with pseudo-sequence DRB1_0101. The binding affinity (normalized) is 0. (5) The peptide sequence is KEKVYLSWVPAHKGIGGNE. The MHC is H-2-IAb with pseudo-sequence H-2-IAb. The binding affinity (normalized) is 0.402.